Regression. Given two drug SMILES strings and cell line genomic features, predict the synergy score measuring deviation from expected non-interaction effect. From a dataset of NCI-60 drug combinations with 297,098 pairs across 59 cell lines. (1) Drug 1: C1CN1C2=NC(=NC(=N2)N3CC3)N4CC4. Drug 2: C1C(C(OC1N2C=NC3=C2NC=NCC3O)CO)O. Cell line: HOP-62. Synergy scores: CSS=35.3, Synergy_ZIP=2.44, Synergy_Bliss=2.61, Synergy_Loewe=-9.95, Synergy_HSA=2.51. (2) Drug 1: C1=CC(=CC=C1C#N)C(C2=CC=C(C=C2)C#N)N3C=NC=N3. Drug 2: C1=NC2=C(N=C(N=C2N1C3C(C(C(O3)CO)O)F)Cl)N. Cell line: RXF 393. Synergy scores: CSS=-3.41, Synergy_ZIP=1.92, Synergy_Bliss=-1.10, Synergy_Loewe=-4.39, Synergy_HSA=-4.95. (3) Drug 1: C1CCC(CC1)NC(=O)N(CCCl)N=O. Drug 2: CN(C)C1=NC(=NC(=N1)N(C)C)N(C)C. Synergy scores: CSS=29.5, Synergy_ZIP=-7.72, Synergy_Bliss=2.20, Synergy_Loewe=-15.4, Synergy_HSA=1.62. Cell line: UACC62. (4) Drug 1: CC(C)CN1C=NC2=C1C3=CC=CC=C3N=C2N. Drug 2: N.N.Cl[Pt+2]Cl. Cell line: SK-MEL-2. Synergy scores: CSS=67.9, Synergy_ZIP=7.22, Synergy_Bliss=7.56, Synergy_Loewe=8.70, Synergy_HSA=8.40. (5) Drug 1: CC1=C(C(CCC1)(C)C)C=CC(=CC=CC(=CC(=O)O)C)C. Drug 2: CC(C)NC(=O)C1=CC=C(C=C1)CNNC.Cl. Cell line: SK-MEL-5. Synergy scores: CSS=3.87, Synergy_ZIP=-1.30, Synergy_Bliss=-1.09, Synergy_Loewe=-0.875, Synergy_HSA=-1.02.